From a dataset of Reaction yield outcomes from USPTO patents with 853,638 reactions. Predict the reaction yield, written as a fraction of the theoretical maximum amount of product (1.0 means a 100% yield; for example, 0.34 means a 34% yield). The reactants are [Cl:1][C:2]1[CH:3]=[C:4]([CH:7]=[CH:8][C:9]=1[Cl:10])[CH2:5][NH2:6].Br[C:12]1[CH:21]=[N:20][CH:19]=[CH:18][C:13]=1[C:14]([O:16][CH3:17])=[O:15]. No catalyst specified. The product is [Cl:1][C:2]1[CH:3]=[C:4]([CH:7]=[CH:8][C:9]=1[Cl:10])[CH2:5][NH:6][C:18]1[CH:19]=[N:20][CH:21]=[CH:12][C:13]=1[C:14]([O:16][CH3:17])=[O:15]. The yield is 0.730.